This data is from NCI-60 drug combinations with 297,098 pairs across 59 cell lines. The task is: Regression. Given two drug SMILES strings and cell line genomic features, predict the synergy score measuring deviation from expected non-interaction effect. (1) Drug 1: C1CCN(CC1)CCOC2=CC=C(C=C2)C(=O)C3=C(SC4=C3C=CC(=C4)O)C5=CC=C(C=C5)O. Drug 2: CC1=C2C(C(=O)C3(C(CC4C(C3C(C(C2(C)C)(CC1OC(=O)C(C(C5=CC=CC=C5)NC(=O)C6=CC=CC=C6)O)O)OC(=O)C7=CC=CC=C7)(CO4)OC(=O)C)O)C)OC(=O)C. Cell line: SR. Synergy scores: CSS=30.7, Synergy_ZIP=-2.38, Synergy_Bliss=-10.4, Synergy_Loewe=-45.1, Synergy_HSA=-11.0. (2) Drug 1: CC1C(C(CC(O1)OC2CC(OC(C2O)C)OC3=CC4=CC5=C(C(=O)C(C(C5)C(C(=O)C(C(C)O)O)OC)OC6CC(C(C(O6)C)O)OC7CC(C(C(O7)C)O)OC8CC(C(C(O8)C)O)(C)O)C(=C4C(=C3C)O)O)O)O. Drug 2: CC(C)NC(=O)C1=CC=C(C=C1)CNNC.Cl. Cell line: U251. Synergy scores: CSS=6.59, Synergy_ZIP=0.784, Synergy_Bliss=-1.66, Synergy_Loewe=-49.3, Synergy_HSA=-2.39.